Dataset: Full USPTO retrosynthesis dataset with 1.9M reactions from patents (1976-2016). Task: Predict the reactants needed to synthesize the given product. (1) Given the product [CH:1]1([N:6]2[C:11]3[N:12]=[C:13]([S:16]([CH3:17])=[O:31])[N:14]=[CH:15][C:10]=3[CH:9]=[C:8]([CH2:18][O:19][C:20](=[O:22])[CH3:21])[C:7]2=[O:23])[CH2:2][CH2:3][CH2:4][CH2:5]1, predict the reactants needed to synthesize it. The reactants are: [CH:1]1([N:6]2[C:11]3[N:12]=[C:13]([S:16][CH3:17])[N:14]=[CH:15][C:10]=3[CH:9]=[C:8]([CH2:18][O:19][C:20](=[O:22])[CH3:21])[C:7]2=[O:23])[CH2:5][CH2:4][CH2:3][CH2:2]1.C1(S(N2C(C3C=CC=CC=3)O2)(=O)=[O:31])C=CC=CC=1.C(OCC)C. (2) Given the product [C:23]([O:22][C:20](=[O:21])[NH:19][C:9]1[CH:10]=[C:11]2[C:17](=[O:18])[NH:16][N:15]=[CH:14][C:13]3=[C:5]([CH:3]=[CH2:27])[NH:6][C:7]([CH:8]=1)=[C:12]23)([CH3:25])([CH3:26])[CH3:24], predict the reactants needed to synthesize it. The reactants are: CO[C:3]([C:5]1[NH:6][C:7]2[CH:8]=[C:9]([NH:19][C:20]([O:22][C:23]([CH3:26])([CH3:25])[CH3:24])=[O:21])[CH:10]=[C:11]3[C:17](=[O:18])[NH:16][N:15]=[CH:14][C:13]=1[C:12]=23)=O.[CH2:27]([Sn](CCCC)(CCCC)C=C)CCC. (3) Given the product [OH:8][C:9]1[CH:14]=[C:13]([OH:15])[C:12]([CH:23]([CH3:24])[CH3:25])=[CH:11][C:10]=1[C:26]([N:28]1[CH2:36][C:35]2[C:30](=[CH:31][CH:32]=[C:33]([N:37]3[CH2:38][CH2:39][N:40]([CH3:43])[CH2:41][CH2:42]3)[CH:34]=2)[CH2:29]1)=[O:27], predict the reactants needed to synthesize it. The reactants are: C([O:8][C:9]1[CH:14]=[C:13]([O:15]CC2C=CC=CC=2)[C:12]([C:23]([CH3:25])=[CH2:24])=[CH:11][C:10]=1[C:26]([N:28]1[CH2:36][C:35]2[C:30](=[CH:31][CH:32]=[C:33]([N:37]3[CH2:42][CH2:41][N:40]([CH3:43])[CH2:39][CH2:38]3)[CH:34]=2)[CH2:29]1)=[O:27])C1C=CC=CC=1.